This data is from Forward reaction prediction with 1.9M reactions from USPTO patents (1976-2016). The task is: Predict the product of the given reaction. Given the reactants Cl.[Br:2][C:3]1[CH:8]=[CH:7][C:6]([NH:9]N)=[CH:5][CH:4]=1.[O:11]1[C:20]2[C:15](=[CH:16][CH:17]=[CH:18][CH:19]=2)[C:14](=O)[CH2:13][CH2:12]1, predict the reaction product. The product is: [Br:2][C:3]1[CH:8]=[C:7]2[C:6](=[CH:5][CH:4]=1)[NH:9][C:14]1[C:15]3[CH:16]=[CH:17][CH:18]=[CH:19][C:20]=3[O:11][CH2:12][C:13]2=1.